From a dataset of Catalyst prediction with 721,799 reactions and 888 catalyst types from USPTO. Predict which catalyst facilitates the given reaction. (1) Reactant: [Cl:1][C:2]1[C:7]([F:8])=[CH:6][C:5](C=C)=[CH:4][N:3]=1.S([O-])([O-])=[O:12].[Na+].[Na+].CCO[C:20]([CH3:22])=[O:21]. Product: [Cl:1][C:2]1[N:3]=[CH:4][C:5]([C@H:20]([OH:21])[CH2:22][OH:12])=[CH:6][C:7]=1[F:8]. The catalyst class is: 878. (2) Reactant: [OH:1][C@H:2]1[CH2:19][CH2:18][C@@:17]2([CH3:20])[C:4](=[CH:5][CH2:6][C@@H:7]3[C@@H:16]2[CH2:15][CH2:14][C@@:12]2([CH3:13])[C@H:8]3[CH2:9][CH2:10][C@@H:11]2[OH:21])[CH2:3]1.N1[CH:27]=[CH:26]C=CC=1.[C:28](OC(=O)C)(=[O:30])[CH3:29].[OH2:35]. Product: [C:28]([O:1][C@H:2]1[CH2:19][CH2:18][C@@:17]2([CH3:20])[C:4](=[CH:5][CH2:6][C@@H:7]3[C@@H:16]2[CH2:15][CH2:14][C@@:12]2([CH3:13])[C@H:8]3[CH2:9][CH2:10][C@@H:11]2[O:21][C:26](=[O:35])[CH3:27])[CH2:3]1)(=[O:30])[CH3:29]. The catalyst class is: 142. (3) Reactant: [Br:1][C:2]1[S:3][CH:4]=[C:5]([CH2:7][C:8](OC)=[O:9])[N:6]=1.[BH4-].[Na+]. Product: [Br:1][C:2]1[S:3][CH:4]=[C:5]([CH2:7][CH2:8][OH:9])[N:6]=1. The catalyst class is: 5.